Dataset: TCR-epitope binding with 47,182 pairs between 192 epitopes and 23,139 TCRs. Task: Binary Classification. Given a T-cell receptor sequence (or CDR3 region) and an epitope sequence, predict whether binding occurs between them. The epitope is EIYKRWII. The TCR CDR3 sequence is CSVRDLHNEQFF. Result: 0 (the TCR does not bind to the epitope).